This data is from Full USPTO retrosynthesis dataset with 1.9M reactions from patents (1976-2016). The task is: Predict the reactants needed to synthesize the given product. (1) Given the product [CH3:1][O:2][C:3](=[O:20])[CH2:4][C:5]1[CH:10]=[CH:9][CH:8]=[C:7]([NH:11][C:12]([C:14]2[O:15][C:16]([C:27]3[CH:26]=[CH:25][CH:24]=[C:23]([O:22][CH3:21])[CH:28]=3)=[CH:17][CH:18]=2)=[O:13])[CH:6]=1, predict the reactants needed to synthesize it. The reactants are: [CH3:1][O:2][C:3](=[O:20])[CH2:4][C:5]1[CH:10]=[CH:9][CH:8]=[C:7]([NH:11][C:12]([C:14]2[O:15][C:16](Br)=[CH:17][CH:18]=2)=[O:13])[CH:6]=1.[CH3:21][O:22][C:23]1[CH:24]=[C:25](B(O)O)[CH:26]=[CH:27][CH:28]=1. (2) Given the product [CH2:19]([O:21][C:22](=[O:35])[C:23]([CH3:25])([O:26][C:27]1[CH:32]=[CH:31][C:30]([O:16][CH:14]([CH3:15])[CH2:13][CH2:12][C:11]#[C:10][C:7]2[CH:6]=[CH:5][C:4]([O:3][C:2]([F:17])([F:18])[F:1])=[CH:9][CH:8]=2)=[CH:29][C:28]=1[CH3:34])[CH3:24])[CH3:20], predict the reactants needed to synthesize it. The reactants are: [F:1][C:2]([F:18])([F:17])[O:3][C:4]1[CH:9]=[CH:8][C:7]([C:10]#[C:11][CH2:12][CH2:13][CH:14]([OH:16])[CH3:15])=[CH:6][CH:5]=1.[CH2:19]([O:21][C:22](=[O:35])[C:23]([O:26][C:27]1[CH:32]=[CH:31][C:30](O)=[CH:29][C:28]=1[CH3:34])([CH3:25])[CH3:24])[CH3:20].